This data is from Reaction yield outcomes from USPTO patents with 853,638 reactions. The task is: Predict the reaction yield, written as a fraction of the theoretical maximum amount of product (1.0 means a 100% yield; for example, 0.34 means a 34% yield). (1) The reactants are [NH:1]1[CH2:6][CH2:5][CH2:4][CH2:3][CH2:2]1.[C:7]([C:9]1[CH:16]=[CH:15][C:12]([CH:13]=O)=[CH:11][CH:10]=1)#[N:8].[C:17]([C:21]1[CH:26]=[C:25]([C:27]([CH3:30])([CH3:29])[CH3:28])[CH:24]=[CH:23][C:22]=1[OH:31])([CH3:20])([CH3:19])[CH3:18]. The catalyst is C1(C)C=CC=CC=1. The product is [C:17]([C:21]1[CH:26]=[C:25]([C:27]([CH3:30])([CH3:29])[CH3:28])[CH:24]=[C:23]([CH:13]([C:12]2[CH:15]=[CH:16][C:9]([C:7]#[N:8])=[CH:10][CH:11]=2)[N:1]2[CH2:6][CH2:5][CH2:4][CH2:3][CH2:2]2)[C:22]=1[OH:31])([CH3:20])([CH3:19])[CH3:18]. The yield is 0.750. (2) The reactants are O=[C:2]([CH2:8][CH2:9][C:10](=O)[C:11]1[CH:16]=[CH:15][CH:14]=[CH:13][CH:12]=1)[CH2:3][CH2:4][C:5]([OH:7])=[O:6].[NH2:18][C:19]1[CH:31]=[CH:30][C:22]([C:23]([O:25][C:26]([CH3:29])([CH3:28])[CH3:27])=[O:24])=[CH:21][CH:20]=1. The catalyst is C(O)(=O)C. The product is [C:26]([O:25][C:23](=[O:24])[C:22]1[CH:21]=[CH:20][C:19]([N:18]2[C:10]([C:11]3[CH:16]=[CH:15][CH:14]=[CH:13][CH:12]=3)=[CH:9][CH:8]=[C:2]2[CH2:3][CH2:4][C:5]([OH:7])=[O:6])=[CH:31][CH:30]=1)([CH3:29])([CH3:27])[CH3:28]. The yield is 0.590. (3) The reactants are [N+:1]([C:4]1[CH:9]=[C:8]([N+:10]([O-])=O)[CH:7]=[CH:6][C:5]=1[S:13][CH2:14][C:15]([OH:17])=O)([O-])=O.[Sn]. The catalyst is C(O)C. The product is [NH2:10][C:8]1[CH:7]=[CH:6][C:5]2[S:13][CH2:14][C:15](=[O:17])[NH:1][C:4]=2[CH:9]=1. The yield is 0.520. (4) The reactants are [F:1][C:2]1[CH:3]=[C:4]([OH:9])[CH:5]=[CH:6][C:7]=1[F:8].[C:10]([O-:13])([O-])=O.[Cs+].[Cs+].[C:16]([O:20][C:21]([N:23]1[CH2:27][CH2:26][CH:25]2[NH:28][CH2:29][CH:30]([CH2:31]OS(C)(=O)=O)[CH:24]12)=[O:22])([CH3:19])([CH3:18])[CH3:17].CN([CH:40]=[O:41])C. The catalyst is CCOCC.O. The product is [C:16]([O:20][C:21]([N:23]1[CH:24]2[CH:25]([N:28]([C:10]([O:41][CH2:40][C:2]3[CH:3]=[CH:4][CH:5]=[CH:6][CH:7]=3)=[O:13])[CH2:29][CH:30]2[CH2:31][O:9][C:4]2[CH:5]=[CH:6][C:7]([F:8])=[C:2]([F:1])[CH:3]=2)[CH2:26][CH2:27]1)=[O:22])([CH3:17])([CH3:18])[CH3:19]. The yield is 0.670. (5) The reactants are [CH2:1]([CH:4]([C:8]1[CH:28]=[CH:27][C:11]([O:12][CH2:13][C:14]2[CH:19]=[CH:18][C:17]([C:20]3[S:24][C:23]([CH2:25]O)=[CH:22][CH:21]=3)=[CH:16][CH:15]=2)=[CH:10][CH:9]=1)[CH2:5][CH2:6][CH3:7])[CH2:2][CH3:3].S(Cl)([Cl:31])=O. The catalyst is C(Cl)(Cl)Cl. The product is [CH2:1]([CH:4]([C:8]1[CH:28]=[CH:27][C:11]([O:12][CH2:13][C:14]2[CH:19]=[CH:18][C:17]([C:20]3[S:24][C:23]([CH2:25][Cl:31])=[CH:22][CH:21]=3)=[CH:16][CH:15]=2)=[CH:10][CH:9]=1)[CH2:5][CH2:6][CH3:7])[CH2:2][CH3:3]. The yield is 1.00. (6) The product is [C:21]([C:18]1[CH:17]=[CH:16][C:15]([CH2:14][CH2:13][CH:9]([CH2:10][OH:11])[CH2:8][CH2:7][CH2:6][CH2:5][C:4]([O:3][CH2:1][CH3:2])=[O:23])=[CH:20][CH:19]=1)#[N:22]. The yield is 0.600. The reactants are [CH2:1]([O:3][C:4](=[O:23])[CH2:5][CH2:6][CH2:7][CH2:8][CH:9]([CH2:13][CH2:14][C:15]1[CH:20]=[CH:19][C:18]([C:21]#[N:22])=[CH:17][CH:16]=1)[C:10](O)=[O:11])[CH3:2].C(=O)(O)[O-].[Na+]. The catalyst is C1COCC1.